Dataset: HIV replication inhibition screening data with 41,000+ compounds from the AIDS Antiviral Screen. Task: Binary Classification. Given a drug SMILES string, predict its activity (active/inactive) in a high-throughput screening assay against a specified biological target. (1) The molecule is N[Pt-2]1(NCCCCCN[Pt-2]2(N)[OH+]C(=O)CC(=O)[OH+]2)[OH+]C(=O)CC(=O)[OH+]1. The result is 0 (inactive). (2) The drug is S=C1CC(c2ccccc2)Sc2ccccc2N1. The result is 0 (inactive). (3) The molecule is CC(=NNC(=O)CC#N)C(CN1CCCCC1)C(c1ccccc1)c1c(O)c2ccccc2oc1=O.Cl. The result is 0 (inactive). (4) The drug is COc1cc2oc3ccccc3c(=O)c2cc1CSc1ccccc1N. The result is 0 (inactive).